This data is from Reaction yield outcomes from USPTO patents with 853,638 reactions. The task is: Predict the reaction yield, written as a fraction of the theoretical maximum amount of product (1.0 means a 100% yield; for example, 0.34 means a 34% yield). (1) The reactants are [C:1]([NH:4][CH2:5][CH2:6][CH2:7][C@H:8]([C@@H:23]1[CH2:28][CH2:27][CH2:26][N:25](C(OC(C)(C)C)=O)[CH2:24]1)[C:9]1[CH:10]=[C:11]([C:16]2[CH:21]=[CH:20][CH:19]=[C:18]([CH3:22])[CH:17]=2)[C:12]([F:15])=[CH:13][CH:14]=1)(=[O:3])[CH3:2].C([O-])(O)=O.[Na+]. The catalyst is C(O)(C(F)(F)F)=O.C(Cl)Cl. The product is [F:15][C:12]1[C:11]([C:16]2[CH:21]=[CH:20][CH:19]=[C:18]([CH3:22])[CH:17]=2)=[CH:10][C:9]([C@@H:8]([C@@H:23]2[CH2:28][CH2:27][CH2:26][NH:25][CH2:24]2)[CH2:7][CH2:6][CH2:5][NH:4][C:1](=[O:3])[CH3:2])=[CH:14][CH:13]=1. The yield is 0.940. (2) The reactants are C([Si](C)(C)[O:6][C:7]1[CH:47]=[CH:46][C:10]2[N:11]([CH2:30][C:31]3[CH:36]=[CH:35][C:34]([O:37][CH2:38][CH2:39][N:40]4[CH2:45][CH2:44][CH2:43][CH2:42][CH2:41]4)=[CH:33][CH:32]=3)[CH2:12][CH:13]([C:16]3[CH:21]=[CH:20][CH:19]=[C:18]([O:22][Si](C(C)(C)C)(C)C)[CH:17]=3)[CH2:14][O:15][C:9]=2[CH:8]=1)(C)(C)C.Cl. The catalyst is CO.C1COCC1. The product is [OH:22][C:18]1[CH:17]=[C:16]([CH:13]2[CH2:12][N:11]([CH2:30][C:31]3[CH:32]=[CH:33][C:34]([O:37][CH2:38][CH2:39][N:40]4[CH2:41][CH2:42][CH2:43][CH2:44][CH2:45]4)=[CH:35][CH:36]=3)[C:10]3[CH:46]=[CH:47][C:7]([OH:6])=[CH:8][C:9]=3[O:15][CH2:14]2)[CH:21]=[CH:20][CH:19]=1. The yield is 0.570. (3) The reactants are N([O-])=O.[Na+].O.N[C:7]1[N:8]=[CH:9][NH:10][C:11]=1[C:12]([O:14][CH2:15][CH3:16])=[O:13].[OH-].[Na+].[H+].[B-](F)(F)(F)[F:21]. No catalyst specified. The product is [F:21][C:7]1[N:8]=[CH:9][NH:10][C:11]=1[C:12]([O:14][CH2:15][CH3:16])=[O:13]. The yield is 0.160. (4) The reactants are [Cl:1][C:2]1[CH:8]=C(C)[CH:6]=[CH:5][C:3]=1N.[Br:10]N1C(=O)CCC1=O.[C:18](#[N:20])[CH3:19]. No catalyst specified. The product is [Br:10][C:19]1[CH:8]=[C:2]([Cl:1])[CH:3]=[C:5]([CH3:6])[C:18]=1[NH2:20]. The yield is 1.00. (5) The reactants are [Br:1][C:2]1[CH:3]=[C:4]([OH:10])[C:5](=[CH:8][CH:9]=1)[CH:6]=[O:7].C(=O)([O-])[O-].[K+].[K+].[CH2:17](Br)[CH:18]=[CH2:19]. The catalyst is CN(C)C=O.O. The product is [CH2:19]([O:10][C:4]1[CH:3]=[C:2]([Br:1])[CH:9]=[CH:8][C:5]=1[CH:6]=[O:7])[CH:18]=[CH2:17]. The yield is 1.00.